Dataset: TCR-epitope binding with 47,182 pairs between 192 epitopes and 23,139 TCRs. Task: Binary Classification. Given a T-cell receptor sequence (or CDR3 region) and an epitope sequence, predict whether binding occurs between them. The epitope is NQKLIANQF. The TCR CDR3 sequence is CSGRNHRGNTEAFF. Result: 0 (the TCR does not bind to the epitope).